From a dataset of NCI-60 drug combinations with 297,098 pairs across 59 cell lines. Regression. Given two drug SMILES strings and cell line genomic features, predict the synergy score measuring deviation from expected non-interaction effect. (1) Drug 1: C1=CC(=CC=C1CCC2=CNC3=C2C(=O)NC(=N3)N)C(=O)NC(CCC(=O)O)C(=O)O. Drug 2: C#CCC(CC1=CN=C2C(=N1)C(=NC(=N2)N)N)C3=CC=C(C=C3)C(=O)NC(CCC(=O)O)C(=O)O. Cell line: EKVX. Synergy scores: CSS=-2.17, Synergy_ZIP=-1.19, Synergy_Bliss=-2.03, Synergy_Loewe=-6.35, Synergy_HSA=-3.15. (2) Drug 1: C1=NC2=C(N=C(N=C2N1C3C(C(C(O3)CO)O)O)F)N. Drug 2: C1=CN(C=N1)CC(O)(P(=O)(O)O)P(=O)(O)O. Cell line: HT29. Synergy scores: CSS=0.139, Synergy_ZIP=4.40, Synergy_Bliss=7.07, Synergy_Loewe=0.988, Synergy_HSA=2.05. (3) Drug 1: CCN(CC)CCNC(=O)C1=C(NC(=C1C)C=C2C3=C(C=CC(=C3)F)NC2=O)C. Drug 2: COC1=C2C(=CC3=C1OC=C3)C=CC(=O)O2. Cell line: MDA-MB-435. Synergy scores: CSS=-7.09, Synergy_ZIP=0.271, Synergy_Bliss=-8.28, Synergy_Loewe=-10.4, Synergy_HSA=-9.63. (4) Drug 1: CNC(=O)C1=NC=CC(=C1)OC2=CC=C(C=C2)NC(=O)NC3=CC(=C(C=C3)Cl)C(F)(F)F. Drug 2: C1=NC2=C(N1)C(=S)N=CN2. Cell line: MALME-3M. Synergy scores: CSS=19.3, Synergy_ZIP=-3.07, Synergy_Bliss=-1.07, Synergy_Loewe=-0.440, Synergy_HSA=0.614. (5) Drug 1: C1=NNC2=C1C(=O)NC=N2. Drug 2: COCCOC1=C(C=C2C(=C1)C(=NC=N2)NC3=CC=CC(=C3)C#C)OCCOC.Cl. Cell line: MCF7. Synergy scores: CSS=1.46, Synergy_ZIP=1.33, Synergy_Bliss=3.53, Synergy_Loewe=1.47, Synergy_HSA=1.47. (6) Drug 2: CCN(CC)CCCC(C)NC1=C2C=C(C=CC2=NC3=C1C=CC(=C3)Cl)OC. Synergy scores: CSS=3.40, Synergy_ZIP=-3.16, Synergy_Bliss=-0.722, Synergy_Loewe=-4.92, Synergy_HSA=-0.787. Drug 1: CCC(=C(C1=CC=CC=C1)C2=CC=C(C=C2)OCCN(C)C)C3=CC=CC=C3.C(C(=O)O)C(CC(=O)O)(C(=O)O)O. Cell line: SNB-75. (7) Drug 1: CC1=C(C(CCC1)(C)C)C=CC(=CC=CC(=CC(=O)O)C)C. Drug 2: C1C(C(OC1N2C=NC3=C2NC=NCC3O)CO)O. Cell line: OVCAR-8. Synergy scores: CSS=5.08, Synergy_ZIP=-1.75, Synergy_Bliss=-2.61, Synergy_Loewe=-1.92, Synergy_HSA=-3.42.